This data is from Forward reaction prediction with 1.9M reactions from USPTO patents (1976-2016). The task is: Predict the product of the given reaction. Given the reactants [CH3:1][C:2]1[CH:7]=[CH:6][C:5]([C:8]2[O:9][C:10]([CH3:13])=[N:11][N:12]=2)=[CH:4][C:3]=1[C:14]1[CH:19]=[CH:18][C:17]([C:20]([NH:22][CH2:23][C:24]2[CH:33]=[CH:32][C:31]3[C:26](=[CH:27][CH:28]=[CH:29][CH:30]=3)[CH:25]=2)=[O:21])=[CH:16][CH:15]=1.I[CH3:35], predict the reaction product. The product is: [CH3:1][C:2]1[CH:7]=[CH:6][C:5]([C:8]2[O:9][C:10]([CH3:13])=[N:11][N:12]=2)=[CH:4][C:3]=1[C:14]1[CH:15]=[CH:16][C:17]([C:20]([N:22]([CH3:35])[CH2:23][C:24]2[CH:33]=[CH:32][C:31]3[C:26](=[CH:27][CH:28]=[CH:29][CH:30]=3)[CH:25]=2)=[O:21])=[CH:18][CH:19]=1.